From a dataset of Catalyst prediction with 721,799 reactions and 888 catalyst types from USPTO. Predict which catalyst facilitates the given reaction. Reactant: IC.[F:3][C:4]1[CH:5]=[C:6]([SH:11])[CH:7]=[CH:8][C:9]=1[F:10].[C:12](=O)([O-])[O-].[K+].[K+]. Product: [F:3][C:4]1[CH:5]=[C:6]([S:11][CH3:12])[CH:7]=[CH:8][C:9]=1[F:10]. The catalyst class is: 18.